From a dataset of NCI-60 drug combinations with 297,098 pairs across 59 cell lines. Regression. Given two drug SMILES strings and cell line genomic features, predict the synergy score measuring deviation from expected non-interaction effect. (1) Drug 1: C1=NC2=C(N=C(N=C2N1C3C(C(C(O3)CO)O)F)Cl)N. Drug 2: C1CN(P(=O)(OC1)NCCCl)CCCl. Cell line: SNB-19. Synergy scores: CSS=15.6, Synergy_ZIP=-5.40, Synergy_Bliss=3.27, Synergy_Loewe=-18.4, Synergy_HSA=0.504. (2) Drug 1: CCC1(CC2CC(C3=C(CCN(C2)C1)C4=CC=CC=C4N3)(C5=C(C=C6C(=C5)C78CCN9C7C(C=CC9)(C(C(C8N6C=O)(C(=O)OC)O)OC(=O)C)CC)OC)C(=O)OC)O.OS(=O)(=O)O. Drug 2: CN1C(=O)N2C=NC(=C2N=N1)C(=O)N. Cell line: UACC62. Synergy scores: CSS=3.93, Synergy_ZIP=-2.87, Synergy_Bliss=-0.753, Synergy_Loewe=-27.3, Synergy_HSA=-2.17. (3) Drug 1: C1=NC2=C(N=C(N=C2N1C3C(C(C(O3)CO)O)F)Cl)N. Drug 2: C1=CC=C(C(=C1)C(C2=CC=C(C=C2)Cl)C(Cl)Cl)Cl. Cell line: CAKI-1. Synergy scores: CSS=0.848, Synergy_ZIP=-0.415, Synergy_Bliss=-1.37, Synergy_Loewe=-4.52, Synergy_HSA=-3.86. (4) Drug 1: C1CC(=O)NC(=O)C1N2C(=O)C3=CC=CC=C3C2=O. Drug 2: COCCOC1=C(C=C2C(=C1)C(=NC=N2)NC3=CC=CC(=C3)C#C)OCCOC.Cl. Cell line: HCT116. Synergy scores: CSS=0.666, Synergy_ZIP=-2.79, Synergy_Bliss=-5.75, Synergy_Loewe=-3.38, Synergy_HSA=-5.83. (5) Drug 1: C(=O)(N)NO. Drug 2: B(C(CC(C)C)NC(=O)C(CC1=CC=CC=C1)NC(=O)C2=NC=CN=C2)(O)O. Cell line: SF-268. Synergy scores: CSS=32.4, Synergy_ZIP=1.60, Synergy_Bliss=0.246, Synergy_Loewe=-0.882, Synergy_HSA=1.28. (6) Drug 1: CC1CC2CCC3C(=C)CC(O3)CCC45CC6C(O4)C7C(O6)C(O5)C8C(O7)CCC(O8)CC(=O)CC9C(CC(C1=C)O2)OC(C9OC)CC(CN)O.CS(=O)(=O)O. Drug 2: CC1C(C(CC(O1)OC2CC(CC3=C2C(=C4C(=C3O)C(=O)C5=C(C4=O)C(=CC=C5)OC)O)(C(=O)CO)O)N)O.Cl. Cell line: M14. Synergy scores: CSS=45.7, Synergy_ZIP=-5.15, Synergy_Bliss=-1.30, Synergy_Loewe=0.170, Synergy_HSA=1.26. (7) Cell line: HT29. Drug 1: CN1C2=C(C=C(C=C2)N(CCCl)CCCl)N=C1CCCC(=O)O.Cl. Drug 2: C1CN(P(=O)(OC1)NCCCl)CCCl. Synergy scores: CSS=1.42, Synergy_ZIP=1.08, Synergy_Bliss=0.985, Synergy_Loewe=-5.15, Synergy_HSA=-3.99. (8) Drug 1: C(CN)CNCCSP(=O)(O)O. Drug 2: COCCOC1=C(C=C2C(=C1)C(=NC=N2)NC3=CC=CC(=C3)C#C)OCCOC.Cl. Cell line: HL-60(TB). Synergy scores: CSS=-13.4, Synergy_ZIP=6.17, Synergy_Bliss=-2.27, Synergy_Loewe=-17.0, Synergy_HSA=-15.3. (9) Drug 1: CCCS(=O)(=O)NC1=C(C(=C(C=C1)F)C(=O)C2=CNC3=C2C=C(C=N3)C4=CC=C(C=C4)Cl)F. Drug 2: CC1C(C(=O)NC(C(=O)N2CCCC2C(=O)N(CC(=O)N(C(C(=O)O1)C(C)C)C)C)C(C)C)NC(=O)C3=C4C(=C(C=C3)C)OC5=C(C(=O)C(=C(C5=N4)C(=O)NC6C(OC(=O)C(N(C(=O)CN(C(=O)C7CCCN7C(=O)C(NC6=O)C(C)C)C)C)C(C)C)C)N)C. Cell line: DU-145. Synergy scores: CSS=28.6, Synergy_ZIP=21.7, Synergy_Bliss=26.9, Synergy_Loewe=24.0, Synergy_HSA=23.6. (10) Drug 2: CN(CC1=CN=C2C(=N1)C(=NC(=N2)N)N)C3=CC=C(C=C3)C(=O)NC(CCC(=O)O)C(=O)O. Cell line: UACC62. Synergy scores: CSS=32.9, Synergy_ZIP=0.537, Synergy_Bliss=2.35, Synergy_Loewe=-40.6, Synergy_HSA=-0.00000955. Drug 1: CC12CCC3C(C1CCC2O)C(CC4=C3C=CC(=C4)O)CCCCCCCCCS(=O)CCCC(C(F)(F)F)(F)F.